Task: Predict the product of the given reaction.. Dataset: Forward reaction prediction with 1.9M reactions from USPTO patents (1976-2016) (1) Given the reactants [C:1]([C@H:5]1[CH2:10][CH2:9][C@H:8]([O:11][C:12]2[CH:21]=[C:20]([CH3:22])[C:19]3[C:14](=[CH:15][CH:16]=[CH:17][CH:18]=3)[C:13]=2[CH:23]=O)[CH2:7][CH2:6]1)([CH3:4])([CH3:3])[CH3:2].Cl.[CH3:26][O:27][C:28](=[O:31])[CH2:29][NH2:30].C(N(CC)C(C)C)(C)C.C(O[BH-](OC(=O)C)OC(=O)C)(=O)C.[Na+], predict the reaction product. The product is: [C:1]([C@H:5]1[CH2:10][CH2:9][C@H:8]([O:11][C:12]2[CH:21]=[C:20]([CH3:22])[C:19]3[C:14](=[CH:15][CH:16]=[CH:17][CH:18]=3)[C:13]=2[CH2:23][NH:30][CH2:29][C:28]([O:27][CH3:26])=[O:31])[CH2:7][CH2:6]1)([CH3:4])([CH3:3])[CH3:2]. (2) Given the reactants [Cl:1][C:2]1[CH:3]=[CH:4][C:5]([O:26][CH2:27][CH:28]([CH3:30])[CH3:29])=[C:6]([CH2:8][N:9]2[C:13]([CH3:14])=[C:12]([C:15]3[NH:19][C:18]4[CH:20]=[CH:21][C:22]([CH:24]=O)=[CH:23][C:17]=4[N:16]=3)[CH:11]=[N:10]2)[CH:7]=1.[CH3:31][NH2:32].C(O)C.[BH4-].[Na+], predict the reaction product. The product is: [ClH:1].[ClH:1].[Cl:1][C:2]1[CH:3]=[CH:4][C:5]([O:26][CH2:27][CH:28]([CH3:29])[CH3:30])=[C:6]([CH2:8][N:9]2[C:13]([CH3:14])=[C:12]([C:15]3[NH:19][C:18]4[CH:20]=[CH:21][C:22]([CH2:24][NH:32][CH3:31])=[CH:23][C:17]=4[N:16]=3)[CH:11]=[N:10]2)[CH:7]=1. (3) Given the reactants C[O:2][C:3]([C@@H:5]1[CH2:9][C@H:8]([N:10]([CH3:19])[C:11]([O:13][CH2:14][C:15]([Cl:18])([Cl:17])[Cl:16])=[O:12])[CH2:7][N:6]1[CH2:20][C:21]1[CH:26]=[CH:25][CH:24]=[CH:23][CH:22]=1)=[O:4].[OH-].[Na+], predict the reaction product. The product is: [CH2:20]([N:6]1[CH2:7][CH:8]([N:10]([CH3:19])[C:11]([O:13][CH2:14][C:15]([Cl:18])([Cl:16])[Cl:17])=[O:12])[CH2:9][CH:5]1[C:3]([OH:4])=[O:2])[C:21]1[CH:22]=[CH:23][CH:24]=[CH:25][CH:26]=1. (4) Given the reactants [NH2:1][C:2]1[CH:3]=[N:4][N:5]([CH3:22])[C:6]=1[N:7]1[CH2:13][CH2:12][CH:11]([OH:14])[CH:10]([NH:15][C:16](=[O:21])[C:17]([F:20])([F:19])[F:18])[CH2:9][CH2:8]1.CCN(C(C)C)C(C)C.C1CN([P+](ON2N=NC3C=CC=CC2=3)(N2CCCC2)N2CCCC2)CC1.F[P-](F)(F)(F)(F)F.[C:65]([O:69][C:70]([NH:72][C:73]1[S:77][C:76]([C:78]2[C:83]([F:84])=[CH:82][CH:81]=[CH:80][C:79]=2[F:85])=[N:75][C:74]=1[C:86](O)=[O:87])=[O:71])([CH3:68])([CH3:67])[CH3:66], predict the reaction product. The product is: [F:85][C:79]1[CH:80]=[CH:81][CH:82]=[C:83]([F:84])[C:78]=1[C:76]1[S:77][C:73]([NH:72][C:70](=[O:71])[O:69][C:65]([CH3:67])([CH3:66])[CH3:68])=[C:74]([C:86](=[O:87])[NH:1][C:2]2[CH:3]=[N:4][N:5]([CH3:22])[C:6]=2[N:7]2[CH2:8][CH2:9][CH:10]([NH:15][C:16](=[O:21])[C:17]([F:20])([F:19])[F:18])[CH:11]([OH:14])[CH2:12][CH2:13]2)[N:75]=1. (5) Given the reactants [Br:1][C:2]1[C:3]([Cl:20])=[C:4]([NH:12][C:13](=[O:19])[O:14][C:15]([CH3:18])([CH3:17])[CH3:16])[CH:5]=[C:6]([O:8][CH:9]([F:11])[F:10])[CH:7]=1.C[Si]([N-][Si](C)(C)C)(C)C.[Na+].[CH3:31][O:32][C:33]1[CH:40]=[CH:39][C:36]([CH2:37]Cl)=[CH:35][CH:34]=1.CCOC(C)=O, predict the reaction product. The product is: [Br:1][C:2]1[C:3]([Cl:20])=[C:4]([N:12]([CH2:37][C:36]2[CH:39]=[CH:40][C:33]([O:32][CH3:31])=[CH:34][CH:35]=2)[C:13](=[O:19])[O:14][C:15]([CH3:16])([CH3:17])[CH3:18])[CH:5]=[C:6]([O:8][CH:9]([F:11])[F:10])[CH:7]=1. (6) Given the reactants [N+:1]([C:4]1[CH:5]=[C:6]2[CH2:15][CH2:14][CH2:13][C:8]3=[N:9][NH:10][C:11]([CH:12]=1)=[C:7]23)([O-:3])=[O:2].[O-]CC.[Na+].[CH2:20]1[O:23][CH:21]1[CH3:22].[Cl-].[NH4+], predict the reaction product. The product is: [N+:1]([C:4]1[CH:5]=[C:6]2[CH2:15][CH2:14][CH2:13][C:8]3=[N:9][N:10]([CH2:20][CH:21]([OH:23])[CH3:22])[C:11]([CH:12]=1)=[C:7]23)([O-:3])=[O:2]. (7) The product is: [CH3:17][O:18][CH2:2][CH2:1][N:3]1[CH:7]=[C:6]([B:8]2[O:12][C:11]([CH3:14])([CH3:13])[C:10]([CH3:15])([CH3:16])[O:9]2)[CH:5]=[N:4]1. Given the reactants [CH2:1]([N:3]1[CH:7]=[C:6]([B:8]2[O:12][C:11]([CH3:14])([CH3:13])[C:10]([CH3:16])([CH3:15])[O:9]2)[CH:5]=[N:4]1)[CH3:2].[CH3:17][O:18]CCN1C=C(Br)C=N1, predict the reaction product. (8) Given the reactants [NH2:1][C:2]1[CH:3]=[N:4][C:5]2[C:10]([C:11]=1[NH:12][CH2:13][C:14]1([OH:27])[CH2:19][CH2:18][N:17]([C:20]([O:22][C:23]([CH3:26])([CH3:25])[CH3:24])=[O:21])[CH2:16][CH2:15]1)=[CH:9][CH:8]=[CH:7][CH:6]=2.C(N(CC)CC)C.[CH2:35]([O:37][CH2:38][C:39](Cl)=O)[CH3:36], predict the reaction product. The product is: [CH2:35]([O:37][CH2:38][C:39]1[N:12]([CH2:13][C:14]2([OH:27])[CH2:19][CH2:18][N:17]([C:20]([O:22][C:23]([CH3:24])([CH3:26])[CH3:25])=[O:21])[CH2:16][CH2:15]2)[C:11]2[C:10]3[CH:9]=[CH:8][CH:7]=[CH:6][C:5]=3[N:4]=[CH:3][C:2]=2[N:1]=1)[CH3:36]. (9) Given the reactants [CH3:1][C:2]1[C:6]([CH3:7])=[C:5]([NH:8][C:9](=[O:16])OCC(Cl)(Cl)Cl)[O:4][N:3]=1.Cl.Cl.[F:19][C:20]1[C:25]([F:26])=[CH:24][CH:23]=[CH:22][C:21]=1[C:27]1[CH:32]=[CH:31][N:30]=[C:29]([N:33]2[CH2:38][CH2:37][NH:36][CH2:35][CH2:34]2)[N:28]=1, predict the reaction product. The product is: [CH3:1][C:2]1[C:6]([CH3:7])=[C:5]([NH:8][C:9]([N:36]2[CH2:37][CH2:38][N:33]([C:29]3[N:28]=[C:27]([C:21]4[CH:22]=[CH:23][CH:24]=[C:25]([F:26])[C:20]=4[F:19])[CH:32]=[CH:31][N:30]=3)[CH2:34][CH2:35]2)=[O:16])[O:4][N:3]=1. (10) Given the reactants [F:1][C:2]1[CH:34]=[CH:33][C:5]([CH2:6][N:7]2[C:16](=[O:17])[C:15]([C:18]3[NH:23][C:22]4[CH:24]=[CH:25][C:26](I)=[CH:27][C:21]=4[S:20](=[O:30])(=[O:29])[N:19]=3)=[C:14]([OH:31])[C@H:13]3[C@@H:8]2[C@H:9]2[CH2:32][C@@H:12]3[CH2:11][CH2:10]2)=[CH:4][CH:3]=1.C([Sn](CCCC)(CCCC)[C:40]1[S:41](=[O:46])(=[O:45])[CH2:42][CH2:43][CH:44]=1)CCC, predict the reaction product. The product is: [O:45]=[S:41]1(=[O:46])[CH2:42][CH2:43][CH:44]=[C:40]1[C:26]1[CH:25]=[CH:24][C:22]2[NH:23][C:18]([C:15]3[C:16](=[O:17])[N:7]([CH2:6][C:5]4[CH:33]=[CH:34][C:2]([F:1])=[CH:3][CH:4]=4)[C@@H:8]4[C@H:13]([C:14]=3[OH:31])[C@@H:12]3[CH2:32][C@H:9]4[CH2:10][CH2:11]3)=[N:19][S:20](=[O:30])(=[O:29])[C:21]=2[CH:27]=1.